This data is from Forward reaction prediction with 1.9M reactions from USPTO patents (1976-2016). The task is: Predict the product of the given reaction. Given the reactants Cl.[F:2][C:3]1[CH:8]=[CH:7][C:6]([C:9]2[N:13]=[C:12]([CH2:14][CH:15]3[CH2:19][CH2:18][CH2:17][NH:16]3)[O:11][N:10]=2)=[CH:5][CH:4]=1.C(N(CC)CC)C.[F:27][C:28]1[CH:36]=[CH:35][C:31]([C:32](Cl)=[O:33])=[CH:30][CH:29]=1.Cl, predict the reaction product. The product is: [F:27][C:28]1[CH:36]=[CH:35][C:31]([C:32]([N:16]2[CH2:17][CH2:18][CH2:19][CH:15]2[CH2:14][C:12]2[O:11][N:10]=[C:9]([C:6]3[CH:7]=[CH:8][C:3]([F:2])=[CH:4][CH:5]=3)[N:13]=2)=[O:33])=[CH:30][CH:29]=1.